Dataset: TCR-epitope binding with 47,182 pairs between 192 epitopes and 23,139 TCRs. Task: Binary Classification. Given a T-cell receptor sequence (or CDR3 region) and an epitope sequence, predict whether binding occurs between them. (1) The epitope is CLGGLLTMV. The TCR CDR3 sequence is CASSPASTDTQYF. Result: 0 (the TCR does not bind to the epitope). (2) The epitope is GVAMPNLYK. The TCR CDR3 sequence is CASTPLEQGQGPMNTEAFF. Result: 0 (the TCR does not bind to the epitope). (3) Result: 0 (the TCR does not bind to the epitope). The epitope is FLASKIGRLV. The TCR CDR3 sequence is CASRTGGEETQYF. (4) The epitope is FLPRVFSAV. The TCR CDR3 sequence is CASSPGLFLSNEQFF. Result: 0 (the TCR does not bind to the epitope). (5) The epitope is FLNGSCGSV. The TCR CDR3 sequence is CASTYALAPDTQYF. Result: 0 (the TCR does not bind to the epitope). (6) The epitope is ILHCANFNV. Result: 1 (the TCR binds to the epitope). The TCR CDR3 sequence is CASSFGGYEQYF. (7) The TCR CDR3 sequence is CAGSSAYYGYTF. Result: 1 (the TCR binds to the epitope). The epitope is NLVPMVATV. (8) The epitope is FVDGVPFVV. The TCR CDR3 sequence is CASRDDGEQFF. Result: 1 (the TCR binds to the epitope). (9) The epitope is KPLEFGATSAAL. The TCR CDR3 sequence is CASSPRSGATQREQYF. Result: 1 (the TCR binds to the epitope).